Task: Predict the reaction yield, written as a fraction of the theoretical maximum amount of product (1.0 means a 100% yield; for example, 0.34 means a 34% yield).. Dataset: Reaction yield outcomes from USPTO patents with 853,638 reactions (1) The reactants are [CH2:1]([C:3]1[CH:8]=[C:7]([N+]([O-])=O)[CH:6]=[CH:5][N+:4]=1[O-:12])[CH3:2].C(O)(=O)C.[OH-].[Na+].CCOC(C)=O.CCCCCCC.[BrH:32]. No catalyst specified. The product is [Br:32][C:7]1[CH:6]=[CH:5][N+:4]([O-:12])=[C:3]([CH2:1][CH3:2])[CH:8]=1. The yield is 0.550. (2) The reactants are [C:1]([NH:5][C:6]([NH:8][C:9]1[C:10]([CH3:30])=[C:11]([CH2:28]O)[C:12]2[O:16][CH2:15][C@H:14]([C:17]3[CH:22]=[CH:21][C:20]([CH:23]([CH3:25])[CH3:24])=[CH:19][CH:18]=3)[C:13]=2[C:26]=1[CH3:27])=[O:7])([CH3:4])([CH3:3])[CH3:2].C(OCC)(=O)C.CCCCCC. The catalyst is C(Cl)(Cl)Cl. The product is [C:1]([NH:5][C:6]([NH:8][C:9]1[C:10]([CH3:30])=[C:11]([CH3:28])[C:12]2[O:16][CH2:15][C@H:14]([C:17]3[CH:18]=[CH:19][C:20]([CH:23]([CH3:25])[CH3:24])=[CH:21][CH:22]=3)[C:13]=2[C:26]=1[CH3:27])=[O:7])([CH3:2])([CH3:3])[CH3:4]. The yield is 0.570.